From a dataset of Reaction yield outcomes from USPTO patents with 853,638 reactions. Predict the reaction yield, written as a fraction of the theoretical maximum amount of product (1.0 means a 100% yield; for example, 0.34 means a 34% yield). (1) The reactants are Cl.C[NH:3][CH2:4][C:5]1[CH:13]=[C:12]2[C:8]([CH2:9][N:10]([CH:15]3[CH2:20][CH2:19][C:18](=[O:21])[NH:17][C:16]3=[O:22])[C:11]2=O)=[CH:7][CH:6]=1.[NH2:23][C:24]1[N:29]=[C:28]([C:30]([F:35])([F:34])[C:31]([OH:33])=O)[CH:27]=[CH:26][N:25]=1.C(N(CC)C(C)C)(C)C.F[P-](F)(F)(F)(F)F.CN(C(N(C)C)=[N+]1C2C(=NC=CC=2)[N+]([O-:65])=N1)C. The catalyst is CN(C)C=O.O. The product is [NH2:23][C:24]1[N:29]=[C:28]([C:30]([F:35])([F:34])[C:31]([NH:3][CH2:4][C:5]2[CH:13]=[C:12]3[C:8](=[CH:7][CH:6]=2)[C:9](=[O:65])[N:10]([CH:15]2[CH2:20][CH2:19][C:18](=[O:21])[NH:17][C:16]2=[O:22])[CH2:11]3)=[O:33])[CH:27]=[CH:26][N:25]=1. The yield is 0.0500. (2) The reactants are Cl.Cl.[NH:3]1[CH2:7][CH2:6][CH2:5][NH:4]1.CO[C:10](=[O:30])[CH:11]([O:22][C:23]1[CH:28]=[CH:27][CH:26]=[CH:25][C:24]=1[CH3:29])[C:12]([C:14]1[CH:19]=[CH:18][N:17]=[C:16]([S:20][CH3:21])[N:15]=1)=O. The catalyst is N1C=CC=CC=1. The product is [CH3:21][S:20][C:16]1[N:15]=[C:14]([C:12]2[N:4]3[CH2:5][CH2:6][CH2:7][N:3]3[C:10](=[O:30])[C:11]=2[O:22][C:23]2[CH:28]=[CH:27][CH:26]=[CH:25][C:24]=2[CH3:29])[CH:19]=[CH:18][N:17]=1. The yield is 0.100. (3) The reactants are [C:1]([C:3]1[CH:4]=[C:5]([CH:36]=[CH:37][CH:38]=1)[CH2:6][N:7]([C:29]1[CH:34]=[CH:33][C:32]([OH:35])=[CH:31][CH:30]=1)[CH:8]1[CH2:13][CH2:12][N:11]([CH:14]([CH3:28])[CH2:15][CH2:16][NH:17][C:18](=[O:27])[C:19]2[C:24]([CH3:25])=[CH:23][CH:22]=[CH:21][C:20]=2[CH3:26])[CH2:10][CH2:9]1)#[N:2].C([O-])([O-])=O.[K+].[K+].[CH2:45]([N:47]([CH2:51][CH3:52])[C:48](Cl)=[O:49])[CH3:46]. The catalyst is CN(C=O)C. The product is [C:1]([C:3]1[CH:4]=[C:5]([CH:36]=[CH:37][CH:38]=1)[CH2:6][N:7]([CH:8]1[CH2:13][CH2:12][N:11]([CH:14]([CH3:28])[CH2:15][CH2:16][NH:17][C:18](=[O:27])[C:19]2[C:24]([CH3:25])=[CH:23][CH:22]=[CH:21][C:20]=2[CH3:26])[CH2:10][CH2:9]1)[C:29]1[CH:34]=[CH:33][C:32]([O:35][C:48](=[O:49])[N:47]([CH2:51][CH3:52])[CH2:45][CH3:46])=[CH:31][CH:30]=1)#[N:2]. The yield is 0.670. (4) The reactants are S(Cl)(Cl)=O.[I:5][C:6]1[C:14]([CH3:15])=[CH:13][CH:12]=[CH:11][C:7]=1[C:8](O)=[O:9]. No catalyst specified. The product is [I:5][C:6]1[C:14]([CH3:15])=[CH:13][CH:12]=[CH:11][C:7]=1[CH2:8][OH:9]. The yield is 0.260. (5) The reactants are COC(=O)N[C@H](C(=O)[NH:18][CH2:19][CH2:20][CH2:21][CH2:22][C@H:23]([N:30]([S:35]([C:38]1[CH:43]=[CH:42][C:41]([NH2:44])=[CH:40][CH:39]=1)(=[O:37])=[O:36])[CH2:31][CH:32]([CH3:34])[CH3:33])[CH2:24][O:25][P:26]([OH:29])([OH:28])=[O:27])CC1C=CC2C(=CC=CC=2)C=1.[C:47]([NH:50][C@@H:51]([CH:55]([C:62]1[CH:67]=[CH:66][CH:65]=[CH:64][CH:63]=1)[C:56]1[CH:61]=[CH:60][CH:59]=[CH:58][CH:57]=1)[C:52](O)=[O:53])(=[O:49])[CH3:48]. No catalyst specified. The product is [C:47]([NH:50][C@@H:51]([CH:55]([C:62]1[CH:63]=[CH:64][CH:65]=[CH:66][CH:67]=1)[C:56]1[CH:57]=[CH:58][CH:59]=[CH:60][CH:61]=1)[C:52]([NH:18][CH2:19][CH2:20][CH2:21][CH2:22][C@H:23]([N:30]([S:35]([C:38]1[CH:43]=[CH:42][C:41]([NH2:44])=[CH:40][CH:39]=1)(=[O:37])=[O:36])[CH2:31][CH:32]([CH3:33])[CH3:34])[CH2:24][O:25][P:26](=[O:27])([OH:28])[OH:29])=[O:53])(=[O:49])[CH3:48]. The yield is 0.300. (6) The yield is 0.700. The product is [Br:1][C:2]1[CH:7]=[CH:6][C:5]([C:29]2([OH:36])[C:30]3[C:35](=[CH:34][CH:33]=[CH:32][CH:31]=3)[N:27]([CH:14]([C:15]3[CH:16]=[CH:17][CH:18]=[CH:19][CH:20]=3)[C:21]3[CH:26]=[CH:25][CH:24]=[CH:23][CH:22]=3)[C:28]2=[O:37])=[C:4]([OH:8])[CH:3]=1. The catalyst is ClCCl.C(OCC)(=O)C. The reactants are [Br:1][C:2]1[CH:3]=[C:4]([OH:8])[CH:5]=[CH:6][CH:7]=1.C([Mg]Cl)(C)C.[CH:14]([N:27]1[C:35]2[C:30](=[CH:31][CH:32]=[CH:33][CH:34]=2)[C:29](=[O:36])[C:28]1=[O:37])([C:21]1[CH:26]=[CH:25][CH:24]=[CH:23][CH:22]=1)[C:15]1[CH:20]=[CH:19][CH:18]=[CH:17][CH:16]=1. (7) The reactants are [F:1][C:2]([F:32])([F:31])[C:3]([C:9]1[CH:14]=[C:13]([CH3:15])[C:12]([NH:16][C:17]([C:19]2[CH:20]=[C:21]3[C:26](=[CH:27][CH:28]=2)[N+:25]([O-])=[CH:24][CH:23]=[CH:22]3)=[O:18])=[C:11]([CH3:30])[CH:10]=1)([F:8])[C:4]([F:7])([F:6])[F:5].P(Cl)(Cl)([Cl:35])=O.C(=O)([O-])[O-].[K+].[K+]. No catalyst specified. The product is [Cl:35][C:22]1[C:21]2[C:26](=[CH:27][CH:28]=[C:19]([C:17]([NH:16][C:12]3[C:13]([CH3:15])=[CH:14][C:9]([C:3]([F:8])([C:4]([F:7])([F:6])[F:5])[C:2]([F:32])([F:31])[F:1])=[CH:10][C:11]=3[CH3:30])=[O:18])[CH:20]=2)[N:25]=[CH:24][CH:23]=1. The yield is 0.230. (8) The reactants are [CH3:1][N:2]1[C:6]([CH2:7]O)=[CH:5][N:4]=[CH:3]1.S(Cl)([Cl:11])=O. The catalyst is CN(C=O)C. The product is [ClH:11].[Cl:11][CH2:7][C:6]1[N:2]([CH3:1])[CH:3]=[N:4][CH:5]=1. The yield is 0.280. (9) The reactants are F[C:2]1[CH:3]=[CH:4][C:5]([N+:13]([O-:15])=[O:14])=[C:6]([NH:8][S:9]([CH3:12])(=[O:11])=[O:10])[CH:7]=1.[CH3:16][N:17]1[CH2:22][CH2:21][NH:20][CH2:19][CH2:18]1.CCO. The catalyst is CN(C=O)C.[Cl-].[Na+].O. The product is [CH3:16][N:17]1[CH2:22][CH2:21][N:20]([C:2]2[CH:3]=[CH:4][C:5]([N+:13]([O-:15])=[O:14])=[C:6]([NH:8][S:9]([CH3:12])(=[O:11])=[O:10])[CH:7]=2)[CH2:19][CH2:18]1. The yield is 0.840. (10) The reactants are [Br:1][C:2]1[CH:21]=[CH:20][CH:19]=[CH:18][C:3]=1[C:4]([N:6]1[CH2:11][CH2:10][N:9]([C:12](=[O:17])[CH2:13][C:14]([OH:16])=O)[CH2:8][CH2:7]1)=[O:5].CCN=C=NCCCN(C)C.C1C=CC2N(O)N=NC=2C=1.[C:43]1([N:49]2[CH:53]=[C:52]([NH2:54])[CH:51]=[N:50]2)[CH:48]=[CH:47][CH:46]=[CH:45][CH:44]=1. The catalyst is CN(C1C=CN=CC=1)C.CN(C=O)C.O. The product is [Br:1][C:2]1[CH:21]=[CH:20][CH:19]=[CH:18][C:3]=1[C:4]([N:6]1[CH2:7][CH2:8][N:9]([C:12](=[O:17])[CH2:13][C:14]([NH:54][C:52]2[CH:51]=[N:50][N:49]([C:43]3[CH:48]=[CH:47][CH:46]=[CH:45][CH:44]=3)[CH:53]=2)=[O:16])[CH2:10][CH2:11]1)=[O:5]. The yield is 0.360.